This data is from Reaction yield outcomes from USPTO patents with 853,638 reactions. The task is: Predict the reaction yield, written as a fraction of the theoretical maximum amount of product (1.0 means a 100% yield; for example, 0.34 means a 34% yield). (1) The reactants are [Cl:1][C:2]1[CH:7]=[CH:6][C:5]([C:8]2[CH:12]([C:13]([O:15][CH3:16])=[O:14])[C:11](=O)[O:10][N:9]=2)=[CH:4][CH:3]=1.CCN(CC)CC.O.[OH-].[Na+].O=P(Cl)(Cl)[Cl:30]. No catalyst specified. The product is [Cl:30][C:11]1[O:10][N:9]=[C:8]([C:5]2[CH:6]=[CH:7][C:2]([Cl:1])=[CH:3][CH:4]=2)[C:12]=1[C:13]([O:15][CH3:16])=[O:14]. The yield is 0.570. (2) The reactants are [CH2:1]([O:8][C:9]([N:11]1[CH2:16][CH2:15][CH:14]([C:17]([OH:19])=O)[CH2:13][CH:12]1[C:20]#[N:21])=[O:10])[C:2]1[CH:7]=[CH:6][CH:5]=[CH:4][CH:3]=1.CN(C(ON1N=NC2C=CC=NC1=2)=[N+](C)C)C.F[P-](F)(F)(F)(F)F.CCN(CC)CC.Cl.[Cl:54][C:55]1[C:56]([CH2:61][NH2:62])=[N:57][CH:58]=[CH:59][N:60]=1. The catalyst is C(Cl)Cl. The product is [Cl:54][C:55]1[C:56]([CH2:61][NH:62][C:17]([CH:14]2[CH2:15][CH2:16][N:11]([C:9]([O:8][CH2:1][C:2]3[CH:3]=[CH:4][CH:5]=[CH:6][CH:7]=3)=[O:10])[CH:12]([C:20]#[N:21])[CH2:13]2)=[O:19])=[N:57][CH:58]=[CH:59][N:60]=1. The yield is 0.930. (3) The reactants are [NH2:1][C:2]1[N:7]=[CH:6][C:5]([C:8]2[C:9]3[CH2:22][CH2:21][N:20]([C@:23]4([CH3:35])[CH2:27][CH2:26][N:25]([C:28](OC(C)(C)C)=[O:29])[CH2:24]4)[C:10]=3[N:11]=[C:12]([N:14]3[CH2:19][CH2:18][O:17][CH2:16][CH2:15]3)[N:13]=2)=[CH:4][N:3]=1.Cl.O1CCOCC1.C[CH2:44][N:45](C(C)C)C(C)C.CN=C=O.C([O-])(O)=O.[Na+]. The catalyst is CO.C1(C)C=CC=CC=1.CS(C)=O. The product is [NH2:1][C:2]1[N:3]=[CH:4][C:5]([C:8]2[C:9]3[CH2:22][CH2:21][N:20]([C@:23]4([CH3:35])[CH2:27][CH2:26][N:25]([C:28]([NH:45][CH3:44])=[O:29])[CH2:24]4)[C:10]=3[N:11]=[C:12]([N:14]3[CH2:19][CH2:18][O:17][CH2:16][CH2:15]3)[N:13]=2)=[CH:6][N:7]=1. The yield is 0.680. (4) The reactants are [Se-2:1].[Na+].[Na+].Cl[C:5]1[C:10]([C:11]#[N:12])=[CH:9][CH:8]=[CH:7][N:6]=1.Cl[CH2:14][C:15]#[N:16].C[O-].[Na+]. The catalyst is CN(C=O)C.CO.O. The product is [NH2:12][C:11]1[C:10]2[C:5](=[N:6][CH:7]=[CH:8][CH:9]=2)[Se:1][C:14]=1[C:15]#[N:16]. The yield is 0.750. (5) The reactants are [CH3:1][NH2:2].[BH-](OC(C)=O)(OC(C)=O)OC(C)=O.[Na+].[CH3:17][S:18]([N:21]1[CH2:26][CH2:25][C:24](=O)[CH2:23][CH2:22]1)(=[O:20])=[O:19].[OH-].[Na+]. The catalyst is CC#N. The product is [CH3:1][NH:2][CH:24]1[CH2:25][CH2:26][N:21]([S:18]([CH3:17])(=[O:20])=[O:19])[CH2:22][CH2:23]1. The yield is 0.630. (6) The reactants are [C:1]([C:5]1[CH:10]=[C:9]([C:11]([CH3:14])([CH3:13])[CH3:12])[CH:8]=[C:7]([NH2:15])[C:6]=1[OH:16])([CH3:4])([CH3:3])[CH3:2].[BH3-][C:18]#N.[Na+].C=O. The catalyst is CO. The product is [C:1]([C:5]1[CH:10]=[C:9]([C:11]([CH3:14])([CH3:13])[CH3:12])[CH:8]=[C:7]([NH:15][CH3:18])[C:6]=1[OH:16])([CH3:4])([CH3:2])[CH3:3]. The yield is 0.150. (7) The reactants are [CH:1]1([CH2:6][CH:7]([C:11]2[CH:16]=[CH:15][C:14]([C:17]#[C:18][C:19]3[CH:24]=[CH:23][CH:22]=[CH:21][N:20]=3)=[CH:13][CH:12]=2)[C:8]([OH:10])=O)[CH2:5][CH2:4][CH2:3][CH2:2]1.F[P-](F)(F)(F)(F)F.N1(O[P+](N(C)C)(N(C)C)N(C)C)C2C=CC=CC=2N=N1.C(N(CC)CC)C.[NH2:59][C:60]1[S:61][CH:62]=[CH:63][N:64]=1. The catalyst is C(Cl)Cl.O. The product is [CH:1]1([CH2:6][CH:7]([C:11]2[CH:12]=[CH:13][C:14]([C:17]#[C:18][C:19]3[CH:24]=[CH:23][CH:22]=[CH:21][N:20]=3)=[CH:15][CH:16]=2)[C:8]([NH:59][C:60]2[S:61][CH:62]=[CH:63][N:64]=2)=[O:10])[CH2:2][CH2:3][CH2:4][CH2:5]1. The yield is 0.710.